This data is from Full USPTO retrosynthesis dataset with 1.9M reactions from patents (1976-2016). The task is: Predict the reactants needed to synthesize the given product. (1) Given the product [CH2:16]([NH:18][C:2]1[CH:3]=[C:4]([O:8][C:9]2[CH:15]=[CH:14][C:12]([NH2:13])=[CH:11][CH:10]=2)[N:5]=[CH:6][N:7]=1)[CH3:17], predict the reactants needed to synthesize it. The reactants are: Cl[C:2]1[N:7]=[CH:6][N:5]=[C:4]([O:8][C:9]2[CH:15]=[CH:14][C:12]([NH2:13])=[CH:11][CH:10]=2)[CH:3]=1.[CH2:16]([NH2:18])[CH3:17]. (2) Given the product [ClH:19].[CH:13]1([CH2:12][C@@H:9]2[CH2:10][S:7][C:6]([NH2:5])=[N:8]2)[CH2:18][CH2:17][CH2:16][CH2:15][CH2:14]1, predict the reactants needed to synthesize it. The reactants are: C([NH:5][C:6]([NH:8][C@H:9]([CH2:12][CH:13]1[CH2:18][CH2:17][CH2:16][CH2:15][CH2:14]1)[CH2:10]O)=[S:7])(C)(C)C.[ClH:19]. (3) The reactants are: [Cl:1][C:2]1[CH:3]=[C:4]([NH:17][C:18]2[N:22]=[C:21]([NH2:23])[NH:20][N:19]=2)[CH:5]=[C:6]([Cl:16])[C:7]=1[C:8]1[CH:9]=[N:10][C:11]([O:14]C)=[CH:12][CH:13]=1.Br. Given the product [NH2:23][C:21]1[NH:20][N:19]=[C:18]([NH:17][C:4]2[CH:3]=[C:2]([Cl:1])[C:7]([C:8]3[CH:13]=[CH:12][C:11](=[O:14])[NH:10][CH:9]=3)=[C:6]([Cl:16])[CH:5]=2)[N:22]=1, predict the reactants needed to synthesize it.